This data is from Forward reaction prediction with 1.9M reactions from USPTO patents (1976-2016). The task is: Predict the product of the given reaction. (1) Given the reactants [ClH:1].[CH3:2][O:3][C:4]1[CH:11]=[C:10]([O:12][CH3:13])[CH:9]=[CH:8][C:5]=1[C:6]#[N:7].[CH2:14]([OH:16])[CH3:15], predict the reaction product. The product is: [ClH:1].[CH3:2][O:3][C:4]1[CH:11]=[C:10]([O:12][CH3:13])[CH:9]=[CH:8][C:5]=1[C:6](=[NH:7])[O:16][CH2:14][CH3:15]. (2) Given the reactants Cl[C:2]1[C:11]2[C:6](=[CH:7][C:8]([O:14][CH2:15][CH2:16][CH2:17][N:18]3[CH2:23][CH2:22][O:21][CH2:20][CH2:19]3)=[C:9]([O:12][CH3:13])[CH:10]=2)[N:5]=[CH:4][N:3]=1.[NH2:24][C:25]1[S:29][CH:28]=[C:27]([C:30]([O:32]CC)=[O:31])[CH:26]=1, predict the reaction product. The product is: [CH3:13][O:12][C:9]1[CH:10]=[C:11]2[C:6](=[CH:7][C:8]=1[O:14][CH2:15][CH2:16][CH2:17][N:18]1[CH2:23][CH2:22][O:21][CH2:20][CH2:19]1)[N:5]=[CH:4][N:3]=[C:2]2[NH:24][C:25]1[S:29][CH:28]=[C:27]([C:30]([OH:32])=[O:31])[CH:26]=1. (3) Given the reactants F[C:2]1[C:7]([S:8]([CH3:11])(=[O:10])=[O:9])=[CH:6][CH:5]=[CH:4][C:3]=1[CH2:12][F:13].[NH2:14][C:15]1[CH:19]=[CH:18][N:17](C)[N:16]=1.Cl[C:22]1[C:31]2[C:26](=[CH:27][CH:28]=[C:29]([OH:32])[CH:30]=2)[N:25]=[CH:24][N:23]=1, predict the reaction product. The product is: [F:13][CH2:12][C:3]1[CH:4]=[CH:5][CH:6]=[C:7]([S:8]([CH3:11])(=[O:10])=[O:9])[C:2]=1[O:32][C:29]1[CH:30]=[C:31]2[C:26](=[CH:27][CH:28]=1)[N:25]=[CH:24][N:23]=[C:22]2[NH:14][C:15]1[CH:19]=[CH:18][NH:17][N:16]=1. (4) Given the reactants [CH:1]1([CH2:7]Br)[CH2:6][CH2:5][CH2:4][CH2:3][CH2:2]1.[CH2:9]([O:11][C:12](=[O:33])[C:13]1[CH:18]=[CH:17][CH:16]=[C:15]([N:19]2[C:23]([CH3:24])=[CH:22][CH:21]=[C:20]2[C:25]2[CH:30]=[C:29]([Br:31])[CH:28]=[CH:27][C:26]=2[OH:32])[CH:14]=1)[CH3:10].C([O-])([O-])=O.[K+].[K+], predict the reaction product. The product is: [CH2:9]([O:11][C:12](=[O:33])[C:13]1[CH:18]=[CH:17][CH:16]=[C:15]([N:19]2[C:23]([CH3:24])=[CH:22][CH:21]=[C:20]2[C:25]2[CH:30]=[C:29]([Br:31])[CH:28]=[CH:27][C:26]=2[O:32][CH2:7][CH:1]2[CH2:2][CH2:3][CH2:4][CH2:5][CH2:6]2)[CH:14]=1)[CH3:10]. (5) Given the reactants CS(O)(=O)=[O:3].N(=[CH:8][C:9]([NH:11][C:12]1[CH:17]=[CH:16][CH:15]=[CH:14][CH:13]=1)=[O:10])O, predict the reaction product. The product is: [NH:11]1[C:12]2[C:17](=[CH:16][CH:15]=[CH:14][CH:13]=2)[C:8](=[O:3])[C:9]1=[O:10]. (6) Given the reactants [N:1]([C@H:4]1[C@@H:9]([NH:10][C:11]([C:13]2[NH:14][C:15]([CH3:20])=[C:16]([Cl:19])[C:17]=2[Cl:18])=[O:12])[CH2:8][CH2:7][N:6]([C:21]2[S:22][C:23]([C:26]([O:28]C)=[O:27])=[CH:24][N:25]=2)[CH2:5]1)=[N+:2]=[N-:3].[OH-].[Na+], predict the reaction product. The product is: [N:1]([C@H:4]1[C@@H:9]([NH:10][C:11]([C:13]2[NH:14][C:15]([CH3:20])=[C:16]([Cl:19])[C:17]=2[Cl:18])=[O:12])[CH2:8][CH2:7][N:6]([C:21]2[S:22][C:23]([C:26]([OH:28])=[O:27])=[CH:24][N:25]=2)[CH2:5]1)=[N+:2]=[N-:3]. (7) Given the reactants [CH3:1][O:2][C:3]1[CH:8]=[CH:7][C:6]([CH2:9][C:10]([OH:12])=O)=[CH:5][CH:4]=1.[CH3:13][O:14][C:15]([C:17]1[S:18][CH:19]=[CH:20][C:21]=1[NH2:22])=[O:16], predict the reaction product. The product is: [CH3:1][O:2][C:3]1[CH:4]=[CH:5][C:6]([CH2:9][C:10]([NH:22][C:21]2[CH:20]=[CH:19][S:18][C:17]=2[C:15]([O:14][CH3:13])=[O:16])=[O:12])=[CH:7][CH:8]=1. (8) Given the reactants [NH2:1][C:2]1[CH:3]=[C:4]([C:9]([O:12][CH3:13])=[CH:10][N:11]=1)[C:5]([O:7][CH3:8])=[O:6].Br[CH:15]([CH2:22][CH:23]1[CH2:28][CH2:27][C:26]([F:30])([F:29])[CH2:25][CH2:24]1)[C:16](=O)[C:17]([F:20])([F:19])[F:18], predict the reaction product. The product is: [F:29][C:26]1([F:30])[CH2:27][CH2:28][CH:23]([CH2:22][C:15]2[N:11]3[CH:10]=[C:9]([O:12][CH3:13])[C:4]([C:5]([O:7][CH3:8])=[O:6])=[CH:3][C:2]3=[N:1][C:16]=2[C:17]([F:18])([F:19])[F:20])[CH2:24][CH2:25]1.